This data is from Reaction yield outcomes from USPTO patents with 853,638 reactions. The task is: Predict the reaction yield, written as a fraction of the theoretical maximum amount of product (1.0 means a 100% yield; for example, 0.34 means a 34% yield). (1) The reactants are C(O)(C(F)(F)F)=O.CC([CH:12]1[CH2:17][N:16]([CH:18]([C:37]2[CH:42]=[CH:41][CH:40]=[CH:39][N:38]=2)[C:19]([NH:21][NH:22][C:23]2[CH:28]=[C:27]([C:29]([F:32])([F:31])[F:30])[CH:26]=[C:25]([C:33]([F:36])([F:35])[F:34])[CH:24]=2)=[O:20])[CH2:15][CH2:14][N:13]1C([O-])=O)(C)C. The product is [F:36][C:33]([F:34])([F:35])[C:25]1[CH:24]=[C:23]([NH:22][NH:21][C:19](=[O:20])[CH:18]([N:16]2[CH2:17][CH2:12][NH:13][CH2:14][CH2:15]2)[C:37]2[CH:42]=[CH:41][CH:40]=[CH:39][N:38]=2)[CH:28]=[C:27]([C:29]([F:30])([F:31])[F:32])[CH:26]=1. The yield is 0.730. The catalyst is C(Cl)Cl. (2) The reactants are C([O:3][C:4](=[O:33])[C:5]1[CH:10]=[CH:9][CH:8]=[C:7]([N:11]2[C:15]([CH3:16])=[CH:14][CH:13]=[C:12]2[C:17]2[CH:22]=[C:21]([Cl:23])[CH:20]=[CH:19][C:18]=2[O:24][CH2:25][C:26]2[CH:31]=[CH:30][C:29]([F:32])=[CH:28][CH:27]=2)[CH:6]=1)C.[OH-].[Na+].CCO. The catalyst is CCOC(C)=O. The product is [Cl:23][C:21]1[CH:20]=[CH:19][C:18]([O:24][CH2:25][C:26]2[CH:27]=[CH:28][C:29]([F:32])=[CH:30][CH:31]=2)=[C:17]([C:12]2[N:11]([C:7]3[CH:6]=[C:5]([CH:10]=[CH:9][CH:8]=3)[C:4]([OH:33])=[O:3])[C:15]([CH3:16])=[CH:14][CH:13]=2)[CH:22]=1. The yield is 0.850. (3) The reactants are Br[C:2]1[C:7](=[O:8])[N:6]([CH2:9][C:10]2[CH:15]=[CH:14][C:13]([C:16]3[C:17]([C:22]#[N:23])=[CH:18][CH:19]=[CH:20][CH:21]=3)=[CH:12][CH:11]=2)[C:5]([CH2:24][CH2:25][CH3:26])=[N:4][C:3]=1[CH2:27][CH3:28].[CH:29]1(B(O)O)[CH2:31][CH2:30]1.P([O-])([O-])([O-])=O.[K+].[K+].[K+].C1(P(C2CCCCC2)C2CCCCC2)CCCCC1. The catalyst is C1(C)C=CC=CC=1.O.C(OCC)(=O)C.C([O-])(=O)C.[Pd+2].C([O-])(=O)C. The product is [CH:29]1([C:2]2[C:7](=[O:8])[N:6]([CH2:9][C:10]3[CH:15]=[CH:14][C:13]([C:16]4[C:17]([C:22]#[N:23])=[CH:18][CH:19]=[CH:20][CH:21]=4)=[CH:12][CH:11]=3)[C:5]([CH2:24][CH2:25][CH3:26])=[N:4][C:3]=2[CH2:27][CH3:28])[CH2:31][CH2:30]1. The yield is 0.870. (4) The reactants are [CH:1]([N:4]1[C:8]([C:9]2[CH:10]=[C:11]([NH2:17])[CH:12]=[CH:13][C:14]=2[O:15][CH3:16])=[CH:7][CH:6]=[N:5]1)([CH3:3])[CH3:2].[Cl:18][C:19]1[CH:24]=[CH:23][C:22]([N:25]=[C:26]=[O:27])=[CH:21][CH:20]=1. The catalyst is C(Cl)Cl. The product is [Cl:18][C:19]1[CH:24]=[CH:23][C:22]([NH:25][C:26]([NH:17][C:11]2[CH:12]=[CH:13][C:14]([O:15][CH3:16])=[C:9]([C:8]3[N:4]([CH:1]([CH3:3])[CH3:2])[N:5]=[CH:6][CH:7]=3)[CH:10]=2)=[O:27])=[CH:21][CH:20]=1. The yield is 0.300. (5) The reactants are [OH:1][C:2]1[C:3](=[O:15])[CH:4]=[C:5]([CH:9]([OH:14])[C:10]([F:13])([F:12])[F:11])[N:6]([CH3:8])[CH:7]=1.[CH2:16]=[O:17].[OH-].[Na+].Cl. The catalyst is CO. The product is [OH:1][C:2]1[C:3](=[O:15])[CH:4]=[C:5]([CH:9]([OH:14])[C:10]([F:11])([F:12])[F:13])[N:6]([CH3:8])[C:7]=1[CH2:16][OH:17]. The yield is 0.480. (6) The reactants are [CH3:1][C:2]1[O:6][C:5]([C:7]2[CH:12]=[CH:11][CH:10]=[CH:9][CH:8]=2)=[N:4][C:3]=1[CH2:13][OH:14].[H-].[Na+].Cl[C:18]1[N:23]=[CH:22][C:21]([C:24]([C:26]2[CH:42]=[CH:41][C:40]([O:43][CH3:44])=[CH:39][C:27]=2[O:28][C:29]([CH3:38])([CH3:37])[C:30]([O:32][C:33]([CH3:36])([CH3:35])[CH3:34])=[O:31])=[O:25])=[CH:20][CH:19]=1.[Cl-].[NH4+]. The catalyst is CN(C)C=O. The product is [CH3:44][O:43][C:40]1[CH:41]=[CH:42][C:26]([C:24]([C:21]2[CH:22]=[N:23][C:18]([O:14][CH2:13][C:3]3[N:4]=[C:5]([C:7]4[CH:12]=[CH:11][CH:10]=[CH:9][CH:8]=4)[O:6][C:2]=3[CH3:1])=[CH:19][CH:20]=2)=[O:25])=[C:27]([CH:39]=1)[O:28][C:29]([CH3:38])([CH3:37])[C:30]([O:32][C:33]([CH3:34])([CH3:35])[CH3:36])=[O:31]. The yield is 0.730. (7) The reactants are [C:1]([C:3]1[CH:12]=[CH:11][C:10]2[C:5](=[C:6]3[CH:16]=[CH:15][CH:14]=[CH:13][C:7]3=[CH:8][CH:9]=2)[N:4]=1)#[N:2].[H][H]. The catalyst is [Pd].C(O)(=O)C. The product is [N:4]1[C:5]2[C:10](=[CH:9][CH:8]=[C:7]3[CH:13]=[CH:14][CH:15]=[CH:16][C:6]3=2)[CH:11]=[CH:12][C:3]=1[CH2:1][NH2:2]. The yield is 0.900. (8) The yield is 0.947. The catalyst is O. The reactants are [NH:1]1[CH2:6][CH2:5][NH:4][CH2:3][CH2:2]1.[C:7](#[N:10])[CH:8]=[CH2:9]. The product is [N:1]1([CH2:9][CH2:8][C:7]#[N:10])[CH2:6][CH2:5][N:4]([CH2:9][CH2:8][C:7]#[N:10])[CH2:3][CH2:2]1. (9) The reactants are [Si:1]([O:8][C:9]1[CH:14]=[CH:13][C:12]([C:15]2[N:16]=[C:17]([C:22]3[C:31]4[C:26](=[CH:27][CH:28]=[CH:29][CH:30]=4)[CH:25]=[CH:24][CH:23]=3)[C:18]([NH2:21])=[N:19][CH:20]=2)=[CH:11][CH:10]=1)([C:4]([CH3:7])([CH3:6])[CH3:5])([CH3:3])[CH3:2].[Si:32]([O:39][C:40]1[CH:45]=[CH:44][C:43]([CH2:46][C:47](Cl)=[O:48])=[CH:42][CH:41]=1)([C:35]([CH3:38])([CH3:37])[CH3:36])([CH3:34])[CH3:33].O. The catalyst is CN(C)C1C=CN=CC=1.N1C=CC=CC=1. The product is [Si:32]([O:39][C:40]1[CH:41]=[CH:42][C:43]([CH2:46][C:47]([NH:21][C:18]2[C:17]([C:22]3[C:31]4[C:26](=[CH:27][CH:28]=[CH:29][CH:30]=4)[CH:25]=[CH:24][CH:23]=3)=[N:16][C:15]([C:12]3[CH:13]=[CH:14][C:9]([O:8][Si:1]([C:4]([CH3:7])([CH3:5])[CH3:6])([CH3:3])[CH3:2])=[CH:10][CH:11]=3)=[CH:20][N:19]=2)=[O:48])=[CH:44][CH:45]=1)([C:35]([CH3:38])([CH3:37])[CH3:36])([CH3:34])[CH3:33]. The yield is 0.559.